From a dataset of Catalyst prediction with 721,799 reactions and 888 catalyst types from USPTO. Predict which catalyst facilitates the given reaction. (1) Reactant: [C:1]1([C@@H:7]([OH:9])[CH3:8])[CH:6]=[CH:5][CH:4]=[CH:3][CH:2]=1.C1(P(C2C=CC=CC=2)C2C=CC=CC=2)C=CC=CC=1.O[C:30]1[CH:31]=[C:32]([C:40]2[CH:41]=[C:42]([CH3:48])[C:43](=[O:47])[N:44]([CH3:46])[CH:45]=2)[CH:33]=[C:34]([S:36]([CH3:39])(=[O:38])=[O:37])[CH:35]=1.CC(OC(/N=N/C(OC(C)C)=O)=O)C. Product: [CH3:46][N:44]1[CH:45]=[C:40]([C:32]2[CH:31]=[C:30]([O:9][C@@H:7]([C:1]3[CH:6]=[CH:5][CH:4]=[CH:3][CH:2]=3)[CH3:8])[CH:35]=[C:34]([S:36]([CH3:39])(=[O:38])=[O:37])[CH:33]=2)[CH:41]=[C:42]([CH3:48])[C:43]1=[O:47]. The catalyst class is: 1. (2) Reactant: [C:1]([C:3]1[CH:11]=[CH:10][C:6]([C:7](O)=[O:8])=[C:5]([F:12])[CH:4]=1)#[N:2].C1C=CC2N(O)N=[N:19][C:17]=2C=1.CN(C=O)C.CN.C1COCC1. Product: [C:1]([C:3]1[CH:11]=[CH:10][C:6]([C:7]([NH:19][CH3:17])=[O:8])=[C:5]([F:12])[CH:4]=1)#[N:2]. The catalyst class is: 6. (3) Reactant: [C:1]([C:3]1[CH:8]=[CH:7][C:6]([N+:9]([O-])=O)=[CH:5][C:4]=1[CH2:12][N:13]([C:21]([O:23][C:24]([CH3:27])([CH3:26])[CH3:25])=[O:22])[C:14](=[O:20])[O:15][C:16]([CH3:19])([CH3:18])[CH3:17])#[N:2]. Product: [NH2:9][C:6]1[CH:7]=[CH:8][C:3]([C:1]#[N:2])=[C:4]([CH2:12][N:13]([C:21]([O:23][C:24]([CH3:27])([CH3:26])[CH3:25])=[O:22])[C:14](=[O:20])[O:15][C:16]([CH3:19])([CH3:17])[CH3:18])[CH:5]=1. The catalyst class is: 403. (4) Product: [Br:1][C@@H:6]1[C@H:7]([OH:12])[C@@H:8]([CH2:10][OH:11])[O:9][C@H:5]1[N:4]1[CH:3]=[CH:2][C:16](=[O:17])[NH:15][C:14]1=[O:13]. Reactant: [BrH:1].[CH:2]1[C:16](=[O:17])[N:15]=[C:14]2[N:4]([CH:5]3[O:9][CH:8]([CH2:10][OH:11])[CH:7]([OH:12])[CH:6]3[O:13]2)[CH:3]=1. The catalyst class is: 55. (5) Reactant: [Br:1][C:2]1[CH:7]=[CH:6][C:5]([C:8]2[NH:12][C:11]([C@@H:13]3[CH2:17][CH2:16][CH2:15][N:14]3[C:18](=[O:27])[C@@H:19]([NH:23][C:24]([NH2:26])=[S:25])[CH:20]([CH3:22])[CH3:21])=[N:10][CH:9]=2)=[CH:4][CH:3]=1.Cl[CH2:29][CH:30]=O. Product: [Br:1][C:2]1[CH:7]=[CH:6][C:5]([C:8]2[NH:12][C:11]([C@@H:13]3[CH2:17][CH2:16][CH2:15][N:14]3[C:18](=[O:27])[C@@H:19]([NH:23][C:24]3[S:25][CH:29]=[CH:30][N:26]=3)[CH:20]([CH3:21])[CH3:22])=[N:10][CH:9]=2)=[CH:4][CH:3]=1. The catalyst class is: 14. (6) Reactant: [C:1]1(=O)[CH2:6][CH2:5][CH2:4][CH2:3][CH2:2]1.[C:8]([CH2:10][C:11]([O:13]CC)=O)#[N:9].[NH3:16].S(=O)(=O)(O)O.[OH2:22]. Product: [C:11]([CH:10]1[C:1]2([CH2:6][CH2:5][CH2:4][CH2:3][CH2:2]2)[CH:10]([C:8]#[N:9])[C:11](=[O:13])[NH:9][C:8]1=[O:22])#[N:16]. The catalyst class is: 8. (7) Reactant: [CH2:1]([O:8][C:9]1[CH:16]=[CH:15][CH:14]=[CH:13][C:10]=1C=O)[C:2]1[CH:7]=[CH:6][CH:5]=[CH:4][CH:3]=1.[C:17]([O:24][CH3:25])(=[O:23])[CH2:18][C:19]([O:21][CH3:22])=[O:20].[C:26]([O-])(=O)C. Product: [CH3:22][O:21][C:19](=[O:20])[C:18](=[CH:26][C:14]1[CH:13]=[CH:10][C:9]([O:8][CH2:1][C:2]2[CH:3]=[CH:4][CH:5]=[CH:6][CH:7]=2)=[CH:16][CH:15]=1)[C:17]([O:24][CH3:25])=[O:23]. The catalyst class is: 48. (8) Reactant: [H][H].[C:3]1([C:9]2[CH2:14][CH2:13][CH2:12][CH2:11][CH:10]=2)[CH:8]=[CH:7][CH:6]=[CH:5][CH:4]=1. Product: [C:3]1([CH:9]2[CH2:14][CH2:13][CH2:12][CH2:11][CH2:10]2)[CH:8]=[CH:7][CH:6]=[CH:5][CH:4]=1. The catalyst class is: 1. (9) The catalyst class is: 11. Reactant: [CH2:1]([CH:3]1[C:12]2[C:7](=[CH:8][C:9]([O:13][CH3:14])=[CH:10][CH:11]=2)[CH2:6][CH2:5][C:4]1=[O:15])[CH3:2].C[C@H](N)C1C=CC=CC=1.[CH3:25][C:26]([CH:28]=[CH2:29])=[O:27].S(=O)(=O)(O)O. Product: [CH2:1]([C@:3]12[C:4](=[O:15])[C@H:5]([C:26]([OH:27])([CH3:25])[CH2:28][CH2:29]1)[CH2:6][C:7]1[C:12]2=[CH:11][CH:10]=[C:9]([O:13][CH3:14])[CH:8]=1)[CH3:2].